This data is from Full USPTO retrosynthesis dataset with 1.9M reactions from patents (1976-2016). The task is: Predict the reactants needed to synthesize the given product. (1) Given the product [NH:33]1[CH:37]=[CH:36][C:35]([C:2]2[S:6][C:5]([C:7]3[N:12]=[N:11][C:10]([N:13]([CH2:21][C:22]4([C:26]5[C:31]([F:32])=[CH:30][CH:29]=[CH:28][N:27]=5)[CH2:25][CH2:24][CH2:23]4)[C:14](=[O:20])[O:15][C:16]([CH3:19])([CH3:17])[CH3:18])=[CH:9][CH:8]=3)=[N:4][CH:3]=2)=[N:34]1, predict the reactants needed to synthesize it. The reactants are: Br[C:2]1[S:6][C:5]([C:7]2[N:12]=[N:11][C:10]([N:13]([CH2:21][C:22]3([C:26]4[C:31]([F:32])=[CH:30][CH:29]=[CH:28][N:27]=4)[CH2:25][CH2:24][CH2:23]3)[C:14](=[O:20])[O:15][C:16]([CH3:19])([CH3:18])[CH3:17])=[CH:9][CH:8]=2)=[N:4][CH:3]=1.[NH:33]1[C:37](B(O)O)=[CH:36][CH:35]=[N:34]1.O1CCOCC1.C([O-])([O-])=O.[K+].[K+]. (2) Given the product [NH2:1][C:4]1[C:5]([C:14]([O:16][CH2:17][CH3:18])=[O:15])=[CH:6][C:7]2[O:12][CH2:11][CH2:10][O:9][C:8]=2[CH:13]=1, predict the reactants needed to synthesize it. The reactants are: [N+:1]([C:4]1[C:5]([C:14]([O:16][CH2:17][CH3:18])=[O:15])=[CH:6][C:7]2[O:12][CH2:11][CH2:10][O:9][C:8]=2[CH:13]=1)([O-])=O.[H][H]. (3) Given the product [CH2:19]([N:12]1[CH2:13][CH:14]([CH2:16][OH:17])[CH2:15][N:9]([CH2:2][C:3]2[CH:8]=[CH:7][CH:6]=[CH:5][CH:4]=2)[CH2:10][CH2:11]1)[C:20]1[CH:21]=[CH:22][CH:23]=[CH:24][CH:25]=1, predict the reactants needed to synthesize it. The reactants are: [Na].[CH2:2]([N:9]1[CH2:15][CH:14]([C:16](O)=[O:17])[CH2:13][N:12]([CH2:19][C:20]2[CH:25]=[CH:24][CH:23]=[CH:22][CH:21]=2)[CH2:11][CH2:10]1)[C:3]1[CH:8]=[CH:7][CH:6]=[CH:5][CH:4]=1.[H-].[Al+3].[Li+].[H-].[H-].[H-]. (4) Given the product [CH3:15][N:2]([CH3:1])[C:3]1([C:13]2[CH:20]=[CH:19][CH:18]=[CH:23][N:14]=2)[CH2:4][CH2:5][C:6](=[O:10])[CH2:11][CH2:12]1, predict the reactants needed to synthesize it. The reactants are: [CH3:1][N:2]([CH3:15])[C:3]1([C:13]#[N:14])[CH2:12][CH2:11][C:6]2([O:10]CCO2)[CH2:5][CH2:4]1.C#C.[C:18]1(C)[CH:23]=CC=[CH:20][CH:19]=1. (5) Given the product [NH2:1][C:2]1[C:12]([Cl:13])=[C:11]([CH2:14][N:21]2[CH2:26][CH2:25][CH2:24][C@H:23]([NH:27][C:28]([O:29][C:30]([CH3:33])([CH3:32])[CH3:31])=[O:34])[CH2:22]2)[C:10]([O:16][C:17]([F:20])([F:19])[F:18])=[CH:9][C:3]=1[C:4]([O:6][CH2:7][CH3:8])=[O:5], predict the reactants needed to synthesize it. The reactants are: [NH2:1][C:2]1[C:12]([Cl:13])=[C:11]([CH:14]=O)[C:10]([O:16][C:17]([F:20])([F:19])[F:18])=[CH:9][C:3]=1[C:4]([O:6][CH2:7][CH3:8])=[O:5].[NH:21]1[CH2:26][CH2:25][CH2:24][C@H:23]([NH:27][C:28](=[O:34])[O:29][C:30]([CH3:33])([CH3:32])[CH3:31])[CH2:22]1.